This data is from Full USPTO retrosynthesis dataset with 1.9M reactions from patents (1976-2016). The task is: Predict the reactants needed to synthesize the given product. Given the product [C:23]([N:20]1[CH2:21][CH2:22][C:17]2[N:16]([CH2:28][CH2:27][C:26]#[N:29])[N:15]=[C:14]([NH:13][C:10]3[CH:11]=[CH:12][C:7]([C:5]4[CH:4]=[N:3][N:2]([CH3:1])[CH:6]=4)=[CH:8][CH:9]=3)[C:18]=2[CH2:19]1)(=[O:25])[CH3:24], predict the reactants needed to synthesize it. The reactants are: [CH3:1][N:2]1[CH:6]=[C:5]([C:7]2[CH:12]=[CH:11][C:10]([NH:13][C:14]3[C:18]4[CH2:19][N:20]([C:23](=[O:25])[CH3:24])[CH2:21][CH2:22][C:17]=4[NH:16][N:15]=3)=[CH:9][CH:8]=2)[CH:4]=[N:3]1.[C:26](#[N:29])[CH:27]=[CH2:28].